From a dataset of Peptide-MHC class II binding affinity with 134,281 pairs from IEDB. Regression. Given a peptide amino acid sequence and an MHC pseudo amino acid sequence, predict their binding affinity value. This is MHC class II binding data. (1) The peptide sequence is PVIVADDLTAAINKG. The MHC is DRB1_1101 with pseudo-sequence DRB1_1101. The binding affinity (normalized) is 0.0760. (2) The peptide sequence is NKSSGPNELGRFKHTDAC. The MHC is DRB1_0101 with pseudo-sequence DRB1_0101. The binding affinity (normalized) is 0.149. (3) The peptide sequence is RVIAQGPTATFEAMY. The MHC is DRB1_1602 with pseudo-sequence DRB1_1602. The binding affinity (normalized) is 0.397. (4) The peptide sequence is DGCWYPMEIRPRKTH. The MHC is DRB1_1101 with pseudo-sequence DRB1_1101. The binding affinity (normalized) is 0.592. (5) The binding affinity (normalized) is 0. The MHC is DRB5_0101 with pseudo-sequence DRB5_0101. The peptide sequence is CGMFTNRSGSQQ. (6) The peptide sequence is AANWILRGTSFVYVP. The MHC is DRB1_1302 with pseudo-sequence DRB1_1302. The binding affinity (normalized) is 0.541. (7) The binding affinity (normalized) is 0.634. The peptide sequence is FAEYKSDYVYQPFPK. The MHC is DRB1_1001 with pseudo-sequence DRB1_1001.